From a dataset of Peptide-MHC class II binding affinity with 134,281 pairs from IEDB. Regression. Given a peptide amino acid sequence and an MHC pseudo amino acid sequence, predict their binding affinity value. This is MHC class II binding data. The peptide sequence is GLLQIVDKIDAAFKI. The MHC is DRB1_1201 with pseudo-sequence DRB1_1201. The binding affinity (normalized) is 0.675.